Task: Predict the product of the given reaction.. Dataset: Forward reaction prediction with 1.9M reactions from USPTO patents (1976-2016) (1) Given the reactants [CH2:1]([C:9]1[N:13]=[C:12]([C@@H:14]2[CH2:18][CH2:17][CH2:16][N:15]2C(OC(C)(C)C)=O)[O:11][N:10]=1)[CH2:2][CH2:3][CH2:4][CH2:5][CH2:6][CH2:7][CH3:8].C(O)(C(F)(F)F)=O.C(OCC)C.[OH-].[Na+], predict the reaction product. The product is: [CH2:1]([C:9]1[N:13]=[C:12]([C@@H:14]2[CH2:18][CH2:17][CH2:16][NH:15]2)[O:11][N:10]=1)[CH2:2][CH2:3][CH2:4][CH2:5][CH2:6][CH2:7][CH3:8]. (2) Given the reactants [O:1]1[CH:5]=[CH:4][CH:3]=[C:2]1[C:6]1[N:11]=[C:10]([NH2:12])[CH:9]=[C:8]([N:13]2[CH:17]=[CH:16][CH:15]=[N:14]2)[N:7]=1.C([Li])CCC.[C:23](=O)([O:31]C1C=CC([N+]([O-])=O)=CC=1)[O:24][CH2:25][CH:26]1[CH2:30][CH2:29][CH2:28][CH2:27]1.O, predict the reaction product. The product is: [O:1]1[CH:5]=[CH:4][CH:3]=[C:2]1[C:6]1[N:11]=[C:10]([NH:12][C:23](=[O:31])[O:24][CH2:25][CH:26]2[CH2:30][CH2:29][CH2:28][CH2:27]2)[CH:9]=[C:8]([N:13]2[CH:17]=[CH:16][CH:15]=[N:14]2)[N:7]=1.